Dataset: Catalyst prediction with 721,799 reactions and 888 catalyst types from USPTO. Task: Predict which catalyst facilitates the given reaction. (1) The catalyst class is: 4. Reactant: [CH3:1][O:2][C:3]1[CH:37]=[C:36]([O:38][CH3:39])[CH:35]=[CH:34][C:4]=1[CH2:5][NH:6][C:7]1[N:16]2[N:17]=[C:18]([CH2:20][C:21]([N:24]3[CH2:27][CH:26](O)[CH2:25]3)([CH3:23])[CH3:22])[N:19]=[C:15]2[C:14]2[C:9](=[C:10]3[O:31][C:30]([F:33])([F:32])[O:29][C:11]3=[CH:12][CH:13]=2)[N:8]=1.C(N(S(F)(F)[F:46])CC)C. Product: [CH3:1][O:2][C:3]1[CH:37]=[C:36]([O:38][CH3:39])[CH:35]=[CH:34][C:4]=1[CH2:5][NH:6][C:7]1[N:16]2[N:17]=[C:18]([CH2:20][C:21]([N:24]3[CH2:25][CH:26]([F:46])[CH2:27]3)([CH3:22])[CH3:23])[N:19]=[C:15]2[C:14]2[C:9](=[C:10]3[O:31][C:30]([F:33])([F:32])[O:29][C:11]3=[CH:12][CH:13]=2)[N:8]=1. (2) Reactant: [H-].[Na+].[Si]([CH:10]1[C:15](=[O:16])[NH:14][C:13]2[CH:17]=[C:18]([CH2:21][OH:22])[CH:19]=[CH:20][C:12]=2[O:11]1)(C(C)(C)C)(C)C.[CH3:23][O:24][C:25](=[O:28])[CH2:26]Cl.Cl. Product: [CH3:23][O:24][C:25](=[O:28])[CH2:26][N:14]1[C:13]2[CH:17]=[C:18]([CH2:21][OH:22])[CH:19]=[CH:20][C:12]=2[O:11][CH2:10][C:15]1=[O:16]. The catalyst class is: 18. (3) Reactant: [CH3:1][C:2]1[C:6]([C:7]2[CH:16]=[C:15]3[C:10]([C:11]([NH:18][C@@H:19]([C:21]4[CH:26]=[CH:25][CH:24]=[CH:23][CH:22]=4)[CH3:20])=[C:12]([NH2:17])[CH:13]=[N:14]3)=[CH:9][C:8]=2[O:27][CH3:28])=[C:5]([CH3:29])[O:4][N:3]=1.CC(O)=O.[N:34]([O-])=O.[Na+].C(=O)([O-])O.[Na+]. Product: [CH3:1][C:2]1[C:6]([C:7]2[C:8]([O:27][CH3:28])=[CH:9][C:10]3[C:11]4[N:18]([C@@H:19]([C:21]5[CH:26]=[CH:25][CH:24]=[CH:23][CH:22]=5)[CH3:20])[N:34]=[N:17][C:12]=4[CH:13]=[N:14][C:15]=3[CH:16]=2)=[C:5]([CH3:29])[O:4][N:3]=1. The catalyst class is: 34. (4) Reactant: [F:1][C:2]1[CH:7]=[C:6]([F:8])[CH:5]=[CH:4][C:3]=1[NH2:9].C(N(CC)CC)C.[CH2:17]([S:20](Cl)(=[O:22])=[O:21])[CH2:18][CH3:19].Cl. Product: [F:1][C:2]1[CH:7]=[C:6]([F:8])[CH:5]=[CH:4][C:3]=1[NH:9][S:20]([CH2:17][CH2:18][CH3:19])(=[O:22])=[O:21]. The catalyst class is: 7. (5) Reactant: [NH2:1][CH2:2][CH2:3][CH2:4][C:5]1[CH:10]=[CH:9][C:8]([NH2:11])=[CH:7][CH:6]=1.[C:12]([O:16][C:17](O[C:17]([O:16][C:12]([CH3:15])([CH3:14])[CH3:13])=[O:18])=[O:18])([CH3:15])([CH3:14])[CH3:13]. Product: [C:12]([O:16][C:17](=[O:18])[NH:1][CH2:2][CH2:3][CH2:4][C:5]1[CH:6]=[CH:7][C:8]([NH2:11])=[CH:9][CH:10]=1)([CH3:15])([CH3:14])[CH3:13]. The catalyst class is: 2. (6) Reactant: [CH2:1](Br)[C:2]1[CH:7]=[CH:6][CH:5]=[CH:4][CH:3]=1.[Cl:9][C:10]1[CH:11]=[CH:12][N:13]2[C:18]=1[C:17](=[O:19])[NH:16][C:15]([CH3:20])=[N:14]2.C([O-])([O-])=O.[Cs+].[Cs+]. Product: [CH2:1]([N:16]1[C:17](=[O:19])[C:18]2=[C:10]([Cl:9])[CH:11]=[CH:12][N:13]2[N:14]=[C:15]1[CH3:20])[C:2]1[CH:7]=[CH:6][CH:5]=[CH:4][CH:3]=1. The catalyst class is: 12. (7) The catalyst class is: 52. Reactant: [CH:1]1[C:10]2[C:5](=[C:6]([CH2:11]O)[CH:7]=[CH:8][CH:9]=2)[CH:4]=[CH:3][N:2]=1.[BrH:13]. Product: [BrH:13].[Br:13][CH2:11][C:6]1[CH:7]=[CH:8][CH:9]=[C:10]2[C:5]=1[CH:4]=[CH:3][N:2]=[CH:1]2. (8) Reactant: [CH3:1][O:2][C:3]([C:5]1[CH:14]=[CH:13][C:12]2[C:7](=[CH:8][CH:9]=[C:10]([C:15]#[N:16])[CH:11]=2)[CH:6]=1)=[O:4].[N+:17]([O-])([O-:19])=[O:18].[K+]. Product: [CH3:1][O:2][C:3]([C:5]1[CH:14]=[C:13]([N+:17]([O-:19])=[O:18])[C:12]2[C:7](=[CH:8][CH:9]=[C:10]([C:15]#[N:16])[CH:11]=2)[CH:6]=1)=[O:4]. The catalyst class is: 65. (9) Reactant: [CH2:1]([O:3][C:4]([CH:6]1[CH2:11][C:10](=[O:12])[CH:9]=[CH:8][O:7]1)=[O:5])[CH3:2]. Product: [CH2:1]([O:3][C:4]([CH:6]1[CH2:11][C:10](=[O:12])[CH2:9][CH2:8][O:7]1)=[O:5])[CH3:2]. The catalyst class is: 78. (10) Reactant: [Cl-].[CH3:2][O:3][CH2:4][P+](C1C=CC=CC=1)(C1C=CC=CC=1)C1C=CC=CC=1.[Li][CH2:25]CCC.[CH2:29]([C:31]1[C:36](C=O)=[CH:35][CH:34]=[CH:33][C:32]=1[C:39]1[CH:40]=[N:41][C:42]([C:45]2[CH:46]=[CH:47][C:48]([CH2:53][CH:54]([CH3:56])[CH3:55])=[C:49]([CH:52]=2)[C:50]#[N:51])=[N:43][CH:44]=1)[CH3:30]. Product: [CH2:29]([C:31]1[C:36](/[CH:25]=[CH:4]/[O:3][CH3:2])=[CH:35][CH:34]=[CH:33][C:32]=1[C:39]1[CH:40]=[N:41][C:42]([C:45]2[CH:46]=[CH:47][C:48]([CH2:53][CH:54]([CH3:56])[CH3:55])=[C:49]([CH:52]=2)[C:50]#[N:51])=[N:43][CH:44]=1)[CH3:30]. The catalyst class is: 7.